This data is from Reaction yield outcomes from USPTO patents with 853,638 reactions. The task is: Predict the reaction yield, written as a fraction of the theoretical maximum amount of product (1.0 means a 100% yield; for example, 0.34 means a 34% yield). (1) The reactants are Br[C:2]1[CH:7]=[CH:6][C:5]([CH2:8][CH2:9][CH2:10][O:11][CH2:12][C:13]2[CH:18]=[CH:17][CH:16]=[CH:15][CH:14]=2)=[CH:4][CH:3]=1.CCCCCC.C([Li])CCC.[OH:30][C:31]1[CH:38]=[C:37]([C:39]([O:41][CH3:42])=[O:40])[CH:36]=[CH:35][C:32]=1[CH:33]=[O:34].[Cl-].[NH4+]. The catalyst is O1CCCC1.C(OCC)(=O)C. The product is [CH2:12]([O:11][CH2:10][CH2:9][CH2:8][C:5]1[CH:6]=[CH:7][C:2]([CH:33]([OH:34])[C:32]2[CH:35]=[CH:36][C:37]([C:39]([O:41][CH3:42])=[O:40])=[CH:38][C:31]=2[OH:30])=[CH:3][CH:4]=1)[C:13]1[CH:18]=[CH:17][CH:16]=[CH:15][CH:14]=1. The yield is 0.500. (2) The reactants are FC(F)(F)C(O)=O.[CH2:8]([N:15]1[C@@H:20]2[C@H:21]([C:23]([OH:25])=O)[CH2:22][C@@:16]1([C:42]1[CH:47]=[CH:46][CH:45]=[CH:44][CH:43]=1)[C@H:17]([O:26][CH2:27][C:28]1[CH:33]=[C:32]([C:34]([F:37])([F:36])[F:35])[CH:31]=[C:30]([C:38]([F:41])([F:40])[F:39])[CH:29]=1)[CH2:18][CH2:19]2)[C:9]1[CH:14]=[CH:13][CH:12]=[CH:11][CH:10]=1.ClCCl.[NH:51]1[CH2:56][CH2:55][CH2:54][CH2:53][CH2:52]1.C(N(CC)CC)C.Cl.CN(C)CCCN=C=NCC. No catalyst specified. The product is [CH2:8]([N:15]1[C@@H:20]2[C@H:21]([C:23]([N:51]3[CH2:56][CH2:55][CH2:54][CH2:53][CH2:52]3)=[O:25])[CH2:22][C@@:16]1([C:42]1[CH:47]=[CH:46][CH:45]=[CH:44][CH:43]=1)[C@H:17]([O:26][CH2:27][C:28]1[CH:33]=[C:32]([C:34]([F:36])([F:35])[F:37])[CH:31]=[C:30]([C:38]([F:41])([F:40])[F:39])[CH:29]=1)[CH2:18][CH2:19]2)[C:9]1[CH:10]=[CH:11][CH:12]=[CH:13][CH:14]=1. The yield is 0.880.